This data is from Reaction yield outcomes from USPTO patents with 853,638 reactions. The task is: Predict the reaction yield, written as a fraction of the theoretical maximum amount of product (1.0 means a 100% yield; for example, 0.34 means a 34% yield). (1) The reactants are [S:1]1[C:5]([C:6]([NH2:8])=O)=[CH:4][CH:3]2[S:9][CH:10]=[CH:11][CH:2]12.O=P(Cl)(Cl)Cl. The catalyst is ClCCl. The product is [S:1]1[C:5]([C:6]#[N:8])=[CH:4][CH:3]2[S:9][CH:10]=[CH:11][CH:2]12. The yield is 0.670. (2) The reactants are FC(F)(F)C(O)=O.[Cl:8][C:9]1[C:10]([F:40])=[C:11]([CH:15]2[C:19]([C:22]3[CH:27]=[CH:26][C:25]([Cl:28])=[CH:24][C:23]=3[F:29])([C:20]#[N:21])[CH:18]([CH2:30][CH:31]3[CH2:36][CH2:35][O:34][CH2:33][CH2:32]3)[NH:17][CH:16]2[C:37]([OH:39])=O)[CH:12]=[CH:13][CH:14]=1.CC1(C)[O:46][C@@H:45]([CH2:47][CH2:48][NH2:49])[CH2:44][O:43]1.CN(C(ON1N=NC2C=CC=NC1=2)=[N+](C)C)C.F[P-](F)(F)(F)(F)F.CCN(C(C)C)C(C)C.Cl. The catalyst is C(Cl)Cl.O1CCCC1. The product is [OH:46][C@H:45]([CH2:44][OH:43])[CH2:47][CH2:48][NH:49][C:37]([CH:16]1[CH:15]([C:11]2[CH:12]=[CH:13][CH:14]=[C:9]([Cl:8])[C:10]=2[F:40])[C:19]([C:22]2[CH:27]=[CH:26][C:25]([Cl:28])=[CH:24][C:23]=2[F:29])([C:20]#[N:21])[CH:18]([CH2:30][CH:31]2[CH2:32][CH2:33][O:34][CH2:35][CH2:36]2)[NH:17]1)=[O:39]. The yield is 0.800. (3) The reactants are [O-]CC.[Na+].C(O)(=O)C.[CH:9]([NH2:11])=[NH:10].C([O:14][C:15](=O)[CH:16]([CH2:22][CH3:23])[C:17](OCC)=[O:18])C. The catalyst is C(O)C. The product is [CH2:22]([C:16]1[C:17]([OH:18])=[N:10][CH:9]=[N:11][C:15]=1[OH:14])[CH3:23]. The yield is 0.725. (4) The reactants are C([O:3][C:4](=[O:31])[C:5]1[CH:10]=[CH:9][CH:8]=[C:7]([N:11]2[CH2:15][CH:14]([C:16]3[CH:21]=[CH:20][C:19]([O:22][CH3:23])=[C:18]([O:24][CH:25]4[CH2:29][CH2:28][CH2:27][CH2:26]4)[CH:17]=3)[CH2:13][C:12]2=[O:30])[CH:6]=1)C.[OH-].[Na+].Cl. The catalyst is CCO.O. The product is [CH:25]1([O:24][C:18]2[CH:17]=[C:16]([CH:14]3[CH2:15][N:11]([C:7]4[CH:6]=[C:5]([CH:10]=[CH:9][CH:8]=4)[C:4]([OH:31])=[O:3])[C:12](=[O:30])[CH2:13]3)[CH:21]=[CH:20][C:19]=2[O:22][CH3:23])[CH2:26][CH2:27][CH2:28][CH2:29]1. The yield is 0.890. (5) The reactants are [CH3:1][O:2][C:3]([C:5]1[CH:6]=[C:7]([C:11]#[C:12][C:13]2[C:18]([C:19]([F:22])([F:21])[F:20])=[CH:17][N:16]=[C:15]([NH:23][C:24]3[CH:29]=[CH:28][C:27]([N:30]4[CH2:35][CH2:34][N:33]([C:36]([O:38][C:39]([CH3:42])([CH3:41])[CH3:40])=[O:37])[CH2:32][CH2:31]4)=[CH:26][CH:25]=3)[N:14]=2)[CH:8]=[CH:9][CH:10]=1)=[O:4].[H][H]. The catalyst is CN(C=O)C.CCOC(C)=O.[Pd]. The product is [CH3:1][O:2][C:3]([C:5]1[CH:6]=[C:7]([CH:8]=[CH:9][CH:10]=1)[CH2:11][CH2:12][C:13]1[C:18]([C:19]([F:22])([F:21])[F:20])=[CH:17][N:16]=[C:15]([NH:23][C:24]2[CH:25]=[CH:26][C:27]([N:30]3[CH2:31][CH2:32][N:33]([C:36]([O:38][C:39]([CH3:40])([CH3:41])[CH3:42])=[O:37])[CH2:34][CH2:35]3)=[CH:28][CH:29]=2)[N:14]=1)=[O:4]. The yield is 0.660. (6) The reactants are [NH:1]([C:3]1[CH:12]=[CH:11][C:6]([C:7]([O:9][CH3:10])=[O:8])=[CH:5][CH:4]=1)[NH2:2].Br[CH2:14][CH2:15][C:16]1[CH:17]=[CH:18][C:19]([CH3:22])=[N:20][CH:21]=1. The catalyst is C(N(CC)CC)C. The product is [CH3:22][C:19]1[N:20]=[CH:21][C:16]([CH2:15][CH2:14][N:1]([C:3]2[CH:4]=[CH:5][C:6]([C:7]([O:9][CH3:10])=[O:8])=[CH:11][CH:12]=2)[NH2:2])=[CH:17][CH:18]=1. The yield is 0.285. (7) The reactants are [CH2:1]([O:3][C:4]1[CH:9]=[CH:8][N:7]([C:10]2[CH:15]=[CH:14][C:13]([F:16])=[CH:12][CH:11]=2)[C:6](=[O:17])[C:5]=1[C:18]([O:20]CC)=[O:19])[CH3:2].[Li+].[OH-]. The catalyst is CCO.O. The product is [CH2:1]([O:3][C:4]1[CH:9]=[CH:8][N:7]([C:10]2[CH:15]=[CH:14][C:13]([F:16])=[CH:12][CH:11]=2)[C:6](=[O:17])[C:5]=1[C:18]([OH:20])=[O:19])[CH3:2]. The yield is 0.789.